This data is from Forward reaction prediction with 1.9M reactions from USPTO patents (1976-2016). The task is: Predict the product of the given reaction. (1) The product is: [CH2:24]([O:26][C:27]([C@@H:29]1[CH2:31][C@@H:30]1[C:32]1[CH:37]=[CH:36][C:35]([C:2]2[CH:7]=[CH:6][C:5]([C:8]3[O:12][N:11]=[C:10]([CH3:13])[C:9]=3[CH2:14][S:15][CH2:16][CH2:17][C:18]3[CH:23]=[CH:22][CH:21]=[CH:20][CH:19]=3)=[CH:4][CH:3]=2)=[CH:34][CH:33]=1)=[O:28])[CH3:25]. Given the reactants Br[C:2]1[CH:7]=[CH:6][C:5]([C:8]2[O:12][N:11]=[C:10]([CH3:13])[C:9]=2[CH2:14][S:15][CH2:16][CH2:17][C:18]2[CH:23]=[CH:22][CH:21]=[CH:20][CH:19]=2)=[CH:4][CH:3]=1.[CH2:24]([O:26][C:27]([C@@H:29]1[CH2:31][C@@H:30]1[C:32]1[CH:37]=[CH:36][C:35](B2OC(C)(C)C(C)(C)O2)=[CH:34][CH:33]=1)=[O:28])[CH3:25], predict the reaction product. (2) Given the reactants [Cl:1][C:2]1[CH:3]=[C:4]([CH:11]=[CH:12][C:13]=1[Cl:14])[C:5](N(OC)C)=[O:6].[CH2:15]([O:18][CH:19]1[CH2:24][CH2:23][CH2:22][CH2:21][O:20]1)[C:16]#[CH:17].C[Si]([N-][Si](C)(C)C)(C)C.[Li+], predict the reaction product. The product is: [Cl:1][C:2]1[CH:3]=[C:4]([C:5](=[O:6])[C:17]#[C:16][CH2:15][O:18][CH:19]2[CH2:24][CH2:23][CH2:22][CH2:21][O:20]2)[CH:11]=[CH:12][C:13]=1[Cl:14]. (3) Given the reactants [NH2:1][C:2]1[C:3]([C:7]2[NH:23][C:10]3=[CH:11][C:12]4[C:13]([CH3:22])([CH3:21])[C:14](=[O:20])[N:15]([CH2:18][CH3:19])[C:16]=4[CH:17]=[C:9]3[N:8]=2)=[N:4][NH:5][CH:6]=1.[N:24]1[CH:29]=[CH:28][N:27]=[CH:26][C:25]=1[C:30](O)=[O:31], predict the reaction product. The product is: [CH2:18]([N:15]1[C:16]2[CH:17]=[C:9]3[N:8]=[C:7]([C:3]4[C:2]([NH:1][C:30]([C:25]5[CH:26]=[N:27][CH:28]=[CH:29][N:24]=5)=[O:31])=[CH:6][NH:5][N:4]=4)[NH:23][C:10]3=[CH:11][C:12]=2[C:13]([CH3:22])([CH3:21])[C:14]1=[O:20])[CH3:19]. (4) Given the reactants [N:1]1([C:7]2[C:8]([C:13]#[N:14])=[N:9][CH:10]=[CH:11][CH:12]=2)[CH2:6][CH2:5][CH2:4][CH2:3][CH2:2]1.N, predict the reaction product. The product is: [N:1]1([C:7]2[C:8]([CH2:13][NH2:14])=[N:9][CH:10]=[CH:11][CH:12]=2)[CH2:2][CH2:3][CH2:4][CH2:5][CH2:6]1. (5) The product is: [CH3:1][C:2]1[CH:9]=[CH:8][CH:7]=[C:6]([CH3:10])[C:3]=1[CH2:4][N:26]1[C:22](=[O:32])[C:23]2=[CH:31][CH:30]=[CH:29][CH:28]=[C:24]2[C:25]1=[O:27]. Given the reactants [CH3:1][C:2]1[CH:9]=[CH:8][CH:7]=[C:6]([CH3:10])[C:3]=1[CH2:4]O.Cl[Si](C)(C)C.C(OCC)(=O)C.[C:22]1(=[O:32])[NH:26][C:25](=[O:27])[C:24]2=[CH:28][CH:29]=[CH:30][CH:31]=[C:23]12.[K], predict the reaction product. (6) Given the reactants [N:1]1[C:6]2[CH2:7][CH2:8][NH:9][CH2:10][C:5]=2[C:4]([NH:11][C:12]2[CH:17]=[CH:16][C:15]([C:18]([F:21])([F:20])[F:19])=[CH:14][CH:13]=2)=[N:3][CH:2]=1.[C:22]1(B(O)O)[CH:27]=[CH:26][CH:25]=[CH:24][CH:23]=1.C(N(CC)CC)C, predict the reaction product. The product is: [F:21][C:18]([F:20])([F:19])[C:15]1[CH:14]=[CH:13][C:12]([NH:11][C:4]2[C:5]3[CH2:10][N:9]([C:22]4[CH:27]=[CH:26][CH:25]=[CH:24][CH:23]=4)[CH2:8][CH2:7][C:6]=3[N:1]=[CH:2][N:3]=2)=[CH:17][CH:16]=1. (7) Given the reactants [I-].C[S+](C)(C)=O.[CH3:7]C(C)([O-])C.[K+].[F:13][C:14]1[CH:19]=[C:18]([F:20])[CH:17]=[CH:16][C:15]=1[C:21](=[O:40])[C:22]([C:25]1[N:30]=[CH:29][C:28]([O:31][C:32]2[CH:39]=[CH:38][C:35]([C:36]#[N:37])=[CH:34][CH:33]=2)=[CH:27][CH:26]=1)([F:24])[F:23].C(=O)(O)[O-].[Na+], predict the reaction product. The product is: [F:13][C:14]1[CH:19]=[C:18]([F:20])[CH:17]=[CH:16][C:15]=1[C:21]1([C:22]([F:23])([F:24])[C:25]2[N:30]=[CH:29][C:28]([O:31][C:32]3[CH:39]=[CH:38][C:35]([C:36]#[N:37])=[CH:34][CH:33]=3)=[CH:27][CH:26]=2)[CH2:7][O:40]1. (8) Given the reactants [CH2:1]([O:8][C:9]1[CH:14]=[C:13](I)[CH:12]=[CH:11][C:10]=1[N:16]1[S:20](=[O:22])(=[O:21])[N:19]([CH2:23][CH2:24][Si:25]([CH3:28])([CH3:27])[CH3:26])[C:18](=[O:29])[CH2:17]1)[C:2]1[CH:7]=[CH:6][CH:5]=[CH:4][CH:3]=1.[CH2:30]([N:34]1[C:42](=[O:43])[C:41]2[C:36](=[CH:37][CH:38]=[CH:39][CH:40]=2)[C:35]1=[O:44])[CH2:31][CH:32]=[CH2:33].C(N(CC)CC)C, predict the reaction product. The product is: [CH2:1]([O:8][C:9]1[CH:14]=[C:13](/[CH:33]=[CH:32]/[CH2:31][CH2:30][N:34]2[C:42](=[O:43])[C:41]3[C:36](=[CH:37][CH:38]=[CH:39][CH:40]=3)[C:35]2=[O:44])[CH:12]=[CH:11][C:10]=1[N:16]1[CH2:17][C:18](=[O:29])[N:19]([CH2:23][CH2:24][Si:25]([CH3:28])([CH3:27])[CH3:26])[S:20]1(=[O:22])=[O:21])[C:2]1[CH:7]=[CH:6][CH:5]=[CH:4][CH:3]=1.